From a dataset of Catalyst prediction with 721,799 reactions and 888 catalyst types from USPTO. Predict which catalyst facilitates the given reaction. (1) Reactant: [NH2:1][C:2]1[CH:7]=[CH:6][CH:5]=[CH:4][C:3]=1[C:8]1[CH:13]=[CH:12][C:11]([C:14]([N:16]2[CH2:21][CH2:20][C:19]([CH2:23][N:24]3[C:29](=[O:30])[C:28]4=[CH:31][CH:32]=[CH:33][N:27]4[N:26]=[CH:25]3)([OH:22])[CH2:18][CH2:17]2)=[O:15])=[CH:10][CH:9]=1.C(N(CC)CC)C.[CH3:41][C:42](=[CH2:46])[C:43](Cl)=[O:44]. Product: [OH:22][C:19]1([CH2:23][N:24]2[C:29](=[O:30])[C:28]3=[CH:31][CH:32]=[CH:33][N:27]3[N:26]=[CH:25]2)[CH2:18][CH2:17][N:16]([C:14]([C:11]2[CH:12]=[CH:13][C:8]([C:3]3[CH:4]=[CH:5][CH:6]=[CH:7][C:2]=3[NH:1][C:43](=[O:44])[C:42]([CH3:46])=[CH2:41])=[CH:9][CH:10]=2)=[O:15])[CH2:21][CH2:20]1. The catalyst class is: 4. (2) Reactant: [Li]CCCC.[CH3:6][O:7][C:8]1[CH:12]=[CH:11][S:10][CH:9]=1.C(OCC)C.CON(C)[C:21](=[O:33])[C:22]1[CH:27]=[CH:26][C:25]([O:28][C:29]([F:32])([F:31])[F:30])=[CH:24][CH:23]=1. Product: [F:30][C:29]([F:31])([F:32])[O:28][C:25]1[CH:24]=[CH:23][C:22]([C:21]([C:9]2[S:10][CH:11]=[CH:12][C:8]=2[O:7][CH3:6])=[O:33])=[CH:27][CH:26]=1. The catalyst class is: 6. (3) Reactant: [SH:1][C:2]1[CH:7]=[CH:6][C:5]([OH:8])=[CH:4][CH:3]=1.[OH-].[K+].Cl[CH2:12][C:13]1[CH:27]=[CH:26][C:16]([C:17]([NH:19][C:20]2[CH:25]=[CH:24][CH:23]=[CH:22][CH:21]=2)=[O:18])=[CH:15][CH:14]=1.Cl. Product: [OH:8][C:5]1[CH:6]=[CH:7][C:2]([S:1][CH2:12][C:13]2[CH:14]=[CH:15][C:16]([C:17]([NH:19][C:20]3[CH:25]=[CH:24][CH:23]=[CH:22][CH:21]=3)=[O:18])=[CH:26][CH:27]=2)=[CH:3][CH:4]=1. The catalyst class is: 72. (4) Reactant: [C:1]([NH:20][C:21]1[N:25]([CH2:26][CH2:27][O:28][C:29]2[N:34]=[CH:33][C:32]([NH2:35])=[CH:31][CH:30]=2)[N:24]=[CH:23][CH:22]=1)([C:14]1[CH:19]=[CH:18][CH:17]=[CH:16][CH:15]=1)([C:8]1[CH:13]=[CH:12][CH:11]=[CH:10][CH:9]=1)[C:2]1[CH:7]=[CH:6][CH:5]=[CH:4][CH:3]=1.[Cl:36][C:37]1[CH:45]=[CH:44][C:40]([C:41](O)=[O:42])=[C:39]([N:46]([CH3:48])[CH3:47])[CH:38]=1.O.ON1C2C=CC=CC=2N=N1.Cl.CN(C)CCCN=C=NCC. Product: [Cl:36][C:37]1[CH:45]=[CH:44][C:40]([C:41]([NH:35][C:32]2[CH:33]=[N:34][C:29]([O:28][CH2:27][CH2:26][N:25]3[C:21]([NH:20][C:1]([C:14]4[CH:19]=[CH:18][CH:17]=[CH:16][CH:15]=4)([C:2]4[CH:3]=[CH:4][CH:5]=[CH:6][CH:7]=4)[C:8]4[CH:9]=[CH:10][CH:11]=[CH:12][CH:13]=4)=[CH:22][CH:23]=[N:24]3)=[CH:30][CH:31]=2)=[O:42])=[C:39]([N:46]([CH3:48])[CH3:47])[CH:38]=1. The catalyst class is: 289. (5) Reactant: [NH2:1][C:2]1[CH:7]=[CH:6][C:5]([N:8]2[C:16]3[C:11](=[CH:12][CH:13]=[CH:14][CH:15]=3)[C:10]([C:17]([O:19][CH3:20])=[O:18])=[N:9]2)=[CH:4][CH:3]=1.O=C(Cl)[O:23][C:24](Cl)(Cl)Cl.C(N(CC)CC)C.[N:36]1[CH:41]=[CH:40][CH:39]=[C:38]([CH2:42][NH2:43])[CH:37]=1. Product: [N:36]1[CH:41]=[CH:40][CH:39]=[C:38]([CH2:42][NH:43][C:24]([NH:1][C:2]2[CH:7]=[CH:6][C:5]([N:8]3[C:16]4[C:11](=[CH:12][CH:13]=[CH:14][CH:15]=4)[C:10]([C:17]([O:19][CH3:20])=[O:18])=[N:9]3)=[CH:4][CH:3]=2)=[O:23])[CH:37]=1. The catalyst class is: 2. (6) Reactant: [CH3:1][C:2]1([CH3:34])[CH2:7][CH2:6][C:5]([C:8]2[C:13]([NH:14][C:15]([C:17]3[NH:18][CH:19]=[C:20]([C:22]#[N:23])[N:21]=3)=[O:16])=[CH:12][CH:11]=[C:10]([CH:24]3[CH2:29][C:28]([CH3:31])([CH3:30])[O:27][C:26]([CH3:33])([CH3:32])[CH2:25]3)[N:9]=2)=[CH:4][CH2:3]1.[C@:35]12([CH2:45][S:46]([OH:49])(=[O:48])=[O:47])[C:42]([CH3:44])([CH3:43])[CH:39]([CH2:40][CH2:41]1)[CH2:38][C:36]2=[O:37]. Product: [C@:35]12([CH2:45][S:46]([OH:49])(=[O:47])=[O:48])[C:42]([CH3:44])([CH3:43])[CH:39]([CH2:40][CH2:41]1)[CH2:38][C:36]2=[O:37].[CH3:1][C:2]1([CH3:34])[CH2:7][CH2:6][C:5]([C:8]2[C:13]([NH:14][C:15]([C:17]3[NH:18][CH:19]=[C:20]([C:22]#[N:23])[N:21]=3)=[O:16])=[CH:12][CH:11]=[C:10]([CH:24]3[CH2:25][C:26]([CH3:33])([CH3:32])[O:27][C:28]([CH3:31])([CH3:30])[CH2:29]3)[N:9]=2)=[CH:4][CH2:3]1. The catalyst class is: 14. (7) The catalyst class is: 4. Product: [S:1]1[C:5]2[CH:6]=[CH:7][CH:8]=[CH:9][C:4]=2[CH:3]=[C:2]1[C:10]([Cl:16])=[O:12]. Reactant: [S:1]1[C:5]2[CH:6]=[CH:7][CH:8]=[CH:9][C:4]=2[CH:3]=[C:2]1[C:10]([OH:12])=O.C(Cl)(=O)C([Cl:16])=O.CN(C=O)C.